Dataset: Forward reaction prediction with 1.9M reactions from USPTO patents (1976-2016). Task: Predict the product of the given reaction. (1) Given the reactants [F:1][C:2]([F:38])([F:37])[C@@H:3]([NH:11][C@@H:12]([CH2:16][S:17][C:18]([C:31]1[CH:36]=[CH:35][CH:34]=[CH:33][CH:32]=1)([C:25]1[CH:30]=[CH:29][CH:28]=[CH:27][CH:26]=1)[C:19]1[CH:24]=[CH:23][CH:22]=[CH:21][CH:20]=1)[C:13]([OH:15])=O)[C:4]1[CH:9]=[CH:8][C:7]([F:10])=[CH:6][CH:5]=1.Cl.[NH2:40][C:41]1([C:44]#[N:45])[CH2:43][CH2:42]1.CCN(C(C)C)C(C)C.CN(C(ON1N=NC2C=CC=NC1=2)=[N+](C)C)C.F[P-](F)(F)(F)(F)F, predict the reaction product. The product is: [C:44]([C:41]1([NH:40][C:13](=[O:15])[C@@H:12]([NH:11][C@@H:3]([C:4]2[CH:9]=[CH:8][C:7]([F:10])=[CH:6][CH:5]=2)[C:2]([F:1])([F:37])[F:38])[CH2:16][S:17][C:18]([C:19]2[CH:20]=[CH:21][CH:22]=[CH:23][CH:24]=2)([C:31]2[CH:32]=[CH:33][CH:34]=[CH:35][CH:36]=2)[C:25]2[CH:30]=[CH:29][CH:28]=[CH:27][CH:26]=2)[CH2:43][CH2:42]1)#[N:45]. (2) The product is: [N:1]1[N:5]2[CH:6]=[CH:7][CH:8]=[N:9][C:4]2=[C:3]([C:10]([NH:57][C@H:51]2[C:50]3[C:54](=[CH:55][CH:56]=[C:48]([C:46]([O:45][CH3:44])=[O:47])[CH:49]=3)[CH2:53][CH2:52]2)=[O:12])[CH:2]=1. Given the reactants [N:1]1[N:5]2[CH:6]=[CH:7][CH:8]=[N:9][C:4]2=[C:3]([C:10]([OH:12])=O)[CH:2]=1.CCN(C(C)C)C(C)C.CCN=C=NCCCN(C)C.C1C=CC2N(O)N=NC=2C=1.Cl.[CH3:44][O:45][C:46]([C:48]1[CH:49]=[C:50]2[C:54](=[CH:55][CH:56]=1)[CH2:53][CH2:52][C@H:51]2[NH2:57])=[O:47], predict the reaction product. (3) Given the reactants [Cl:1][C:2]1[C:3]2[CH:10]=[CH:9][N:8]([C@H:11]([CH3:14])[CH2:12][OH:13])[C:4]=2[N:5]=[CH:6][N:7]=1.[O:15]1[CH:20]=[CH:19][CH2:18][CH2:17][CH2:16]1.CC1C=CC(S([O-])(=O)=O)=CC=1.C1C=C[NH+]=CC=1, predict the reaction product. The product is: [Cl:1][C:2]1[C:3]2[CH:10]=[CH:9][N:8]([C@H:11]([CH3:14])[CH2:12][O:13][CH:16]3[CH2:17][CH2:18][CH2:19][CH2:20][O:15]3)[C:4]=2[N:5]=[CH:6][N:7]=1. (4) Given the reactants [CH3:1][O:2][C:3]1[CH:4]=[CH:5][C:6]2[O:10][C:9]([CH:11]([NH:18][C:19]3[CH:28]=[CH:27][C:22]([C:23]([O:25]C)=[O:24])=[CH:21][CH:20]=3)[C:12]3[CH:17]=[CH:16][CH:15]=[CH:14][CH:13]=3)=[C:8]([CH3:29])[C:7]=2[CH:30]=1.O1CCCC1.[OH-].[Na+], predict the reaction product. The product is: [CH3:1][O:2][C:3]1[CH:4]=[CH:5][C:6]2[O:10][C:9]([CH:11]([NH:18][C:19]3[CH:20]=[CH:21][C:22]([C:23]([OH:25])=[O:24])=[CH:27][CH:28]=3)[C:12]3[CH:13]=[CH:14][CH:15]=[CH:16][CH:17]=3)=[C:8]([CH3:29])[C:7]=2[CH:30]=1. (5) The product is: [Br:24][C:25]1[CH:30]=[C:29]([C:2]2[N:7]=[C:6]([C:8]3[CH:13]=[CH:12][C:11]([Cl:18])=[CH:10][C:9]=3[Cl:19])[CH:5]=[C:4]([C:20]([F:21])([F:22])[F:23])[N:3]=2)[CH:28]=[CH:27][CH:26]=1. Given the reactants Cl[C:2]1[N:7]=[C:6]([C:8]2[CH:13]=[CH:12][C:11]([Cl:18])(C(F)(F)F)[CH2:10][C:9]=2[Cl:19])[CH:5]=[C:4]([C:20]([F:23])([F:22])[F:21])[N:3]=1.[Br:24][C:25]1[CH:26]=[C:27](B(O)O)[CH:28]=[CH:29][CH:30]=1, predict the reaction product. (6) Given the reactants [OH:1][C@@H:2]1[C@@H:15]([NH:16][CH2:17][CH2:18][C:19]2[CH:24]=[CH:23][CH:22]=[CH:21][CH:20]=2)[C:14]2[CH:13]=[C:12]3[C:7]([NH:8][C:9](=O)[CH2:10][O:11]3)=[CH:6][C:5]=2[O:4][C:3]1([CH3:27])[CH3:26].[H-].[Al+3].[Li+].[H-].[H-].[H-].C(=O)([O-])O.[Na+].[C:39]([OH:46])(=[O:45])/[CH:40]=[CH:41]\[C:42]([OH:44])=[O:43], predict the reaction product. The product is: [C:39]([OH:46])(=[O:45])/[CH:40]=[CH:41]\[C:42]([OH:44])=[O:43].[CH3:26][C:3]1([CH3:27])[C@H:2]([OH:1])[C@@H:15]([NH:16][CH2:17][CH2:18][C:19]2[CH:24]=[CH:23][CH:22]=[CH:21][CH:20]=2)[C:14]2[CH:13]=[C:12]3[C:7]([NH:8][CH2:9][CH2:10][O:11]3)=[CH:6][C:5]=2[O:4]1. (7) Given the reactants F[C:2]1[CH:3]=[N:4][CH:5]=[CH:6][C:7]=1[C:8]1[O:9][C:10]2[CH:16]=[CH:15][C:14]([C:17]([F:20])([F:19])[F:18])=[CH:13][C:11]=2[N:12]=1.[K].[C:22]1(=[O:32])[NH:26][C:25](=[O:27])[C:24]2=[CH:28][CH:29]=[CH:30][CH:31]=[C:23]12.CN(C=O)C, predict the reaction product. The product is: [F:18][C:17]([F:20])([F:19])[C:14]1[CH:15]=[CH:16][C:10]2[O:9][C:8]([C:7]3[CH:6]=[CH:5][N:4]=[CH:3][C:2]=3[N:26]3[C:25](=[O:27])[C:24]4=[CH:28][CH:29]=[CH:30][CH:31]=[C:23]4[C:22]3=[O:32])=[N:12][C:11]=2[CH:13]=1. (8) Given the reactants [NH:1]1[C:9]2[C:4](=[CH:5][CH:6]=[CH:7][CH:8]=2)[C:3]([CH2:10][CH2:11][C:12](OC)=[O:13])=[CH:2]1.CC(C[AlH]CC(C)C)C, predict the reaction product. The product is: [OH:13][CH2:12][CH2:11][CH2:10][C:3]1[C:4]2[C:9](=[CH:8][CH:7]=[CH:6][CH:5]=2)[NH:1][CH:2]=1. (9) Given the reactants [NH2:1][CH2:2][CH2:3][CH2:4][CH2:5][N:6]1[C:18]2[C:17]3[CH:16]=[CH:15][CH:14]=[CH:13][C:12]=3[N:11]=[C:10]([NH2:19])[C:9]=2[N:8]=[C:7]1[CH2:20][O:21][CH3:22].[N:23]1[CH:28]=[CH:27][CH:26]=[C:25]([CH:29]=O)[CH:24]=1.C([BH3-])#N.[Na+].C(=O)(O)[O-].[Na+], predict the reaction product. The product is: [CH3:22][O:21][CH2:20][C:7]1[N:6]([CH2:5][CH2:4][CH2:3][CH2:2][NH:1][CH2:29][C:25]2[CH:24]=[N:23][CH:28]=[CH:27][CH:26]=2)[C:18]2[C:17]3[CH:16]=[CH:15][CH:14]=[CH:13][C:12]=3[N:11]=[C:10]([NH2:19])[C:9]=2[N:8]=1.